Dataset: Full USPTO retrosynthesis dataset with 1.9M reactions from patents (1976-2016). Task: Predict the reactants needed to synthesize the given product. Given the product [Cl:25][C:26]1[CH:27]=[CH:28][C:29]([O:32][C:33]([F:34])([F:35])[F:36])=[CH:30][C:31]=1[C:5]1[C:4]([C:3]([OH:2])=[O:24])=[CH:9][C:8]([C:10]2[S:11][CH:12]=[C:13]([C:15]3[CH:20]=[CH:19][C:18]([Cl:21])=[C:17]([Cl:22])[CH:16]=3)[N:14]=2)=[CH:7][CH:6]=1, predict the reactants needed to synthesize it. The reactants are: C[O:2][C:3](=[O:24])[C:4]1[CH:9]=[C:8]([C:10]2[S:11][CH:12]=[C:13]([C:15]3[CH:20]=[CH:19][C:18]([Cl:21])=[C:17]([Cl:22])[CH:16]=3)[N:14]=2)[CH:7]=[CH:6][C:5]=1Br.[Cl:25][C:26]1[CH:31]=[CH:30][C:29]([O:32][C:33]([F:36])([F:35])[F:34])=[CH:28][C:27]=1B(O)O.